The task is: Predict which catalyst facilitates the given reaction.. This data is from Catalyst prediction with 721,799 reactions and 888 catalyst types from USPTO. The catalyst class is: 36. Reactant: [CH3:1][C@H:2]1[CH2:8][N:7]([CH3:9])[CH2:6][C:5]2[CH:10]=[CH:11][C:12]([C:14]([O:16]C)=O)=[CH:13][C:4]=2[O:3]1.[OH-:18].[Na+].[NH2:20]O. Product: [OH:18][NH:20][C:14]([C:12]1[CH:11]=[CH:10][C:5]2[CH2:6][N:7]([CH3:9])[CH2:8][C@H:2]([CH3:1])[O:3][C:4]=2[CH:13]=1)=[O:16].